From a dataset of Full USPTO retrosynthesis dataset with 1.9M reactions from patents (1976-2016). Predict the reactants needed to synthesize the given product. (1) Given the product [N:41]([CH2:44][C@@H:45]1[CH2:54][C:53]2[C:48](=[CH:49][CH:50]=[CH:51][CH:52]=2)[CH2:47][N:46]1[C:10]([C:9]1[CH:13]=[C:14]([CH:15]=[CH:16][C:8]=1[N:5]1[C:6]([CH3:7])=[C:2]([Cl:1])[C:3]([N:34]([CH2:38][CH2:39][CH3:40])[CH2:35][CH2:36][CH3:37])=[N:4]1)[C:17]([NH:18][S:19]([C:22]1[CH:31]=[CH:30][C:29]2[C:24](=[C:25]([Cl:32])[CH:26]=[CH:27][CH:28]=2)[CH:23]=1)(=[O:21])=[O:20])=[O:33])=[O:11])=[N+:42]=[N-:43], predict the reactants needed to synthesize it. The reactants are: [Cl:1][C:2]1[C:3]([N:34]([CH2:38][CH2:39][CH3:40])[CH2:35][CH2:36][CH3:37])=[N:4][N:5]([C:8]2[CH:16]=[CH:15][C:14]([C:17](=[O:33])[NH:18][S:19]([C:22]3[CH:31]=[CH:30][C:29]4[C:24](=[C:25]([Cl:32])[CH:26]=[CH:27][CH:28]=4)[CH:23]=3)(=[O:21])=[O:20])=[CH:13][C:9]=2[C:10](O)=[O:11])[C:6]=1[CH3:7].[N:41]([CH2:44][C@@H:45]1[CH2:54][C:53]2[C:48](=[CH:49][CH:50]=[CH:51][CH:52]=2)[CH2:47][NH:46]1)=[N+:42]=[N-:43]. (2) The reactants are: C(OC([N:8]1[CH2:13][CH2:12][C:11]([NH:17][S:18]([C:21]2[CH:26]=[CH:25][C:24]([C:27]3[CH:32]=[CH:31][C:30]([O:33][CH3:34])=[CH:29][CH:28]=3)=[CH:23][CH:22]=2)(=[O:20])=[O:19])([C:14]([OH:16])=[O:15])[CH2:10][CH2:9]1)=O)(C)(C)C.C1(OC)C=CC=CC=1.[F:43][C:44]([F:49])([F:48])[C:45]([OH:47])=[O:46].CCOCC.CCCCCC. Given the product [CH3:34][O:33][C:30]1[CH:29]=[CH:28][C:27]([C:24]2[CH:23]=[CH:22][C:21]([S:18]([NH:17][C:11]3([C:14]([OH:16])=[O:15])[CH2:10][CH2:9][NH:8][CH2:13][CH2:12]3)(=[O:20])=[O:19])=[CH:26][CH:25]=2)=[CH:32][CH:31]=1.[F:43][C:44]([F:49])([F:48])[C:45]([O-:47])=[O:46], predict the reactants needed to synthesize it. (3) Given the product [F:8][C:4]1[CH:3]=[C:2]([C:17]#[C:16][C:18]2[CH:23]=[CH:22][N:21]=[C:20]([S:24][CH3:25])[N:19]=2)[CH:7]=[CH:6][N:5]=1, predict the reactants needed to synthesize it. The reactants are: I[C:2]1[CH:7]=[CH:6][N:5]=[C:4]([F:8])[CH:3]=1.C(N(CC)CC)C.[C:16]([C:18]1[CH:23]=[CH:22][N:21]=[C:20]([S:24][CH3:25])[N:19]=1)#[CH:17]. (4) Given the product [C:8]([C:7]1[CH:10]=[C:11]([C:14]2[S:15][C:16]([C:19]3[C:20]([CH3:29])=[C:21]4[C:26](=[CH:27][CH:28]=3)[CH2:25][N:24]([CH2:32][CH2:31][C:30]([O:34][CH2:35][CH3:36])=[O:33])[CH2:23][CH2:22]4)=[N:17][N:18]=2)[CH:12]=[CH:13][C:6]=1[O:5][CH:3]([CH3:2])[CH3:4])#[N:9], predict the reactants needed to synthesize it. The reactants are: Cl.[CH3:2][CH:3]([O:5][C:6]1[CH:13]=[CH:12][C:11]([C:14]2[S:15][C:16]([C:19]3[C:20]([CH3:29])=[C:21]4[C:26](=[CH:27][CH:28]=3)[CH2:25][NH:24][CH2:23][CH2:22]4)=[N:17][N:18]=2)=[CH:10][C:7]=1[C:8]#[N:9])[CH3:4].[C:30]([O:34][CH2:35][CH3:36])(=[O:33])[CH:31]=[CH2:32].C1CCN2C(=NCCC2)CC1. (5) Given the product [CH3:18][C:19]1[CH:28]=[C:27]([CH3:29])[C:26]([C:30]2[NH:34][C:33]([CH:35]3[CH2:38][O:37][CH2:36]3)=[N:32][C:31]=2[CH3:39])=[CH:25][C:20]=1[C:21]([OH:23])=[O:22], predict the reactants needed to synthesize it. The reactants are: CC1NC(C2C=C(C=CC=2C)C(O)=O)=C(C)N=1.[CH3:18][C:19]1[CH:28]=[C:27]([CH3:29])[C:26]([C:30]2[NH:34][C:33]([CH:35]3[CH2:38][O:37][CH2:36]3)=[N:32][C:31]=2[CH3:39])=[CH:25][C:20]=1[C:21]([O:23]C)=[O:22].CC1NC(C2C=C(C=CC=2C)C(OC)=O)=C(C)N=1.